This data is from Forward reaction prediction with 1.9M reactions from USPTO patents (1976-2016). The task is: Predict the product of the given reaction. (1) Given the reactants [CH3:1][N:2]1[C:11](=[O:12])[C:10]2[C:5](=[CH:6][CH:7]=[C:8]([C:13]([O:15][CH3:16])=[O:14])[CH:9]=2)[NH:4][C:3]1=O.P(Cl)(Cl)([Cl:20])=O.C(N(CC)C1C=CC=CC=1)C.P(Cl)(Cl)(Cl)(Cl)Cl, predict the reaction product. The product is: [Cl:20][C:3]1[N:2]([CH3:1])[C:11](=[O:12])[C:10]2[C:5](=[CH:6][CH:7]=[C:8]([C:13]([O:15][CH3:16])=[O:14])[CH:9]=2)[N:4]=1. (2) Given the reactants [Cl:1][C:2]1[C:10]2[N:9]=[C:8]([NH:11][C:12]3[CH:13]=[N:14][C:15]([N:19]4[CH2:23][CH2:22][CH2:21][CH2:20]4)=[CH:16][C:17]=3[CH3:18])[N:7]([CH2:24][CH2:25][CH2:26][CH2:27]O)[C:6]=2[C:5]([CH:29]([CH2:32][CH3:33])[CH2:30][CH3:31])=[CH:4][CH:3]=1.CS(Cl)(=O)=O.C(=O)(O)[O-].[Na+].C(=O)([O-])[O-].[K+].[K+], predict the reaction product. The product is: [Cl:1][C:2]1[C:10]2[N:9]=[C:8]3[N:11]([C:12]4[CH:13]=[N:14][C:15]([N:19]5[CH2:23][CH2:22][CH2:21][CH2:20]5)=[CH:16][C:17]=4[CH3:18])[CH2:27][CH2:26][CH2:25][CH2:24][N:7]3[C:6]=2[C:5]([CH:29]([CH2:32][CH3:33])[CH2:30][CH3:31])=[CH:4][CH:3]=1. (3) Given the reactants [NH:1]1[CH:5]=[C:4]([CH2:6][C:7]([OH:9])=O)[N:3]=[CH:2]1.[CH:10]1([CH2:13][O:14][C:15]2[CH:16]=[C:17]([N:25]3[CH2:30][CH2:29][NH:28][C@@H:27]([CH2:31][CH:32]([CH3:34])[CH3:33])[CH2:26]3)[CH:18]=[CH:19][C:20]=2[O:21][CH:22]([F:24])[F:23])[CH2:12][CH2:11]1, predict the reaction product. The product is: [CH:10]1([CH2:13][O:14][C:15]2[CH:16]=[C:17]([N:25]3[CH2:30][CH2:29][N:28]([C:7](=[O:9])[CH2:6][C:4]4[N:3]=[CH:2][NH:1][CH:5]=4)[C@@H:27]([CH2:31][CH:32]([CH3:34])[CH3:33])[CH2:26]3)[CH:18]=[CH:19][C:20]=2[O:21][CH:22]([F:23])[F:24])[CH2:12][CH2:11]1. (4) Given the reactants C(OC([NH:8][C@H:9]1[CH2:13][CH2:12][N:11]([S:14]([C:17]2[C:18]3[C:19]([Br:29])=[CH:20][N:21]=[C:22]([O:27]C)[C:23]=3[CH:24]=[CH:25][CH:26]=2)(=[O:16])=[O:15])[CH2:10]1)=O)(C)(C)C.[ClH:30].CO, predict the reaction product. The product is: [NH2:8][C@H:9]1[CH2:13][CH2:12][N:11]([S:14]([C:17]2[C:18]3[C:19]([Br:29])=[CH:20][N:21]=[C:22]([OH:27])[C:23]=3[CH:24]=[CH:25][CH:26]=2)(=[O:15])=[O:16])[CH2:10]1.[ClH:30]. (5) The product is: [NH2:10][CH2:9][C@H:8]([NH:21][C:22]1[S:23][C:24]([C:27]2[CH:32]=[CH:31][C:30]3[CH:33]=[N:34][CH:35]=[C:36]([CH2:37][CH3:38])[C:29]=3[N:28]=2)=[N:25][N:26]=1)[CH2:7][C:1]1[CH:6]=[CH:5][CH:4]=[CH:3][CH:2]=1. Given the reactants [C:1]1([CH2:7][C@@H:8]([NH:21][C:22]2[S:23][C:24]([C:27]3[CH:32]=[CH:31][C:30]4[CH:33]=[N:34][CH:35]=[C:36]([CH:37]=[CH2:38])[C:29]=4[N:28]=3)=[N:25][N:26]=2)[CH2:9][N:10]2C(=O)C3C=CC=CC=3C2=O)[CH:6]=[CH:5][CH:4]=[CH:3][CH:2]=1.BrC1C2N=C(C3SC(N[C@H](CC4C=CC=CC=4)CN4C(=O)C5C=CC=CC=5C4=O)=NN=3)C=CC=2C=NC=1.C(C([Sn])=C(CCCC)CCCC)CCC.O, predict the reaction product. (6) Given the reactants I[CH2:2][CH2:3][N:4]([CH3:16])[CH:5]1[CH2:8][N:7]([C:9]([O:11][C:12]([CH3:15])([CH3:14])[CH3:13])=[O:10])[CH2:6]1.C([O-])([O-])=O.[K+].[K+].[Cl:23][C:24]1[C:29]([O:30][CH3:31])=[CH:28][C:27]([O:32][CH3:33])=[C:26]([Cl:34])[C:25]=1[C:35]1[C:46](=[O:47])[NH:45][C:38]2[N:39]=[C:40]([S:43][CH3:44])[N:41]=[CH:42][C:37]=2[CH:36]=1, predict the reaction product. The product is: [Cl:23][C:24]1[C:29]([O:30][CH3:31])=[CH:28][C:27]([O:32][CH3:33])=[C:26]([Cl:34])[C:25]=1[C:35]1[C:46](=[O:47])[N:45]([CH2:2][CH2:3][N:4]([CH3:16])[CH:5]2[CH2:8][N:7]([C:9]([O:11][C:12]([CH3:15])([CH3:14])[CH3:13])=[O:10])[CH2:6]2)[C:38]2[N:39]=[C:40]([S:43][CH3:44])[N:41]=[CH:42][C:37]=2[CH:36]=1. (7) Given the reactants [NH2:1][C:2]1[C:7]([CH:8]=[O:9])=[C:6](Cl)[N:5]=[CH:4][N:3]=1.[NH:11]1[CH2:16][CH2:15][CH:14]([O:17][C:18](=[O:30])[NH:19][C:20]2[CH:25]=[CH:24][C:23]([O:26][CH:27]([CH3:29])[CH3:28])=[CH:22][CH:21]=2)[CH2:13][CH2:12]1.CCN(C(C)C)C(C)C, predict the reaction product. The product is: [NH2:1][C:2]1[N:3]=[CH:4][N:5]=[C:6]([N:11]2[CH2:16][CH2:15][CH:14]([O:17][C:18](=[O:30])[NH:19][C:20]3[CH:25]=[CH:24][C:23]([O:26][CH:27]([CH3:28])[CH3:29])=[CH:22][CH:21]=3)[CH2:13][CH2:12]2)[C:7]=1[CH:8]=[O:9]. (8) Given the reactants [CH2:1]([NH2:8])[C:2]1[CH:7]=[CH:6][CH:5]=[CH:4][CH:3]=1.CS(O[CH2:14][CH:15]([NH:25][C:26]([O:28][C:29]([CH3:32])([CH3:31])[CH3:30])=[O:27])[CH2:16][CH:17]([CH3:24])[CH2:18]OS(C)(=O)=O)(=O)=O.C([O-])([O-])=O.[K+].[K+].CCOC(C)=O, predict the reaction product. The product is: [CH2:1]([N:8]1[CH2:24][C@@H:17]([CH3:18])[CH2:16][C@H:15]([NH:25][C:26](=[O:27])[O:28][C:29]([CH3:30])([CH3:31])[CH3:32])[CH2:14]1)[C:2]1[CH:7]=[CH:6][CH:5]=[CH:4][CH:3]=1.